Dataset: Reaction yield outcomes from USPTO patents with 853,638 reactions. Task: Predict the reaction yield, written as a fraction of the theoretical maximum amount of product (1.0 means a 100% yield; for example, 0.34 means a 34% yield). (1) The reactants are [NH2:1][C@@H:2]([CH2:6][CH2:7][CH2:8][C:9]([O:11][CH3:12])=[O:10])[C:3]([OH:5])=[O:4].C([O-])(O)=O.[Na+].[CH3:18][C:19]([O:22][C:23](O[C:23]([O:22][C:19]([CH3:21])([CH3:20])[CH3:18])=[O:24])=[O:24])([CH3:21])[CH3:20]. The product is [C:19]([O:22][C:23]([NH:1][C@@H:2]([CH2:6][CH2:7][CH2:8][C:9]([O:11][CH3:12])=[O:10])[C:3]([OH:5])=[O:4])=[O:24])([CH3:21])([CH3:20])[CH3:18]. The yield is 0.900. The catalyst is O.O1CCOCC1. (2) The product is [CH2:20]([O:22][C:23]1[CH:24]=[C:25]([CH:26]2[C:7]([C:1]3[CH:6]=[CH:5][CH:4]=[CH:3][CH:2]=3)=[C:8]([C:10]3[CH:15]=[CH:14][C:13]([C:16]([F:19])([F:18])[F:17])=[CH:12][CH:11]=3)[NH:38][C:36](=[O:37])[NH:35]2)[CH:28]=[C:29]([N+:32]([O-:34])=[O:33])[C:30]=1[OH:31])[CH3:21]. The yield is 0.390. The reactants are [C:1]1([CH2:7][C:8]([C:10]2[CH:15]=[CH:14][C:13]([C:16]([F:19])([F:18])[F:17])=[CH:12][CH:11]=2)=O)[CH:6]=[CH:5][CH:4]=[CH:3][CH:2]=1.[CH2:20]([O:22][C:23]1[CH:24]=[C:25]([CH:28]=[C:29]([N+:32]([O-:34])=[O:33])[C:30]=1[OH:31])[CH:26]=O)[CH3:21].[NH2:35][C:36]([NH2:38])=[O:37].Cl. The catalyst is CCO. (3) The reactants are [CH3:1][O:2][C:3](=[O:21])[C:4]1[CH:9]=[C:8]([C:10]#[C:11][Si](C)(C)C)[C:7]([C:16]([F:19])([F:18])[F:17])=[CH:6][C:5]=1[NH2:20].CCCC[N+](CCCC)(CCCC)CCCC.[F-]. The catalyst is C1COCC1. The product is [CH3:1][O:2][C:3](=[O:21])[C:4]1[CH:9]=[C:8]([C:10]#[CH:11])[C:7]([C:16]([F:18])([F:17])[F:19])=[CH:6][C:5]=1[NH2:20]. The yield is 0.550. (4) The catalyst is [N+](C)([O-])=O. The reactants are [CH3:1][O:2][C:3]([C:5]1[S:6][C:7]([C:34]#[C:35][C:36]([CH3:45])([CH3:44])[CH2:37][CH2:38][O:39][Si](C)(C)C)=[CH:8][C:9]=1[N:10]([CH:20]1[CH2:25][CH2:24][CH:23]([O:26][Si](C(C)(C)C)(C)C)[CH2:22][CH2:21]1)[C:11]([CH:13]1[CH2:18][CH2:17][CH:16]([CH3:19])[CH2:15][CH2:14]1)=[O:12])=[O:4].[O:46]1[CH2:51][CH2:50][C:49](=O)[CH2:48][CH2:47]1.C([SiH](CC)CC)C.C([O-])(O)=O.[Na+]. The product is [CH3:1][O:2][C:3]([C:5]1[S:6][C:7]([C:34]#[C:35][C:36]([CH3:45])([CH3:44])[CH2:37][CH2:38][O:39][CH:49]2[CH2:50][CH2:51][O:46][CH2:47][CH2:48]2)=[CH:8][C:9]=1[N:10]([CH:20]1[CH2:25][CH2:24][CH:23]([OH:26])[CH2:22][CH2:21]1)[C:11]([CH:13]1[CH2:14][CH2:15][CH:16]([CH3:19])[CH2:17][CH2:18]1)=[O:12])=[O:4]. The yield is 0.0400.